Dataset: Catalyst prediction with 721,799 reactions and 888 catalyst types from USPTO. Task: Predict which catalyst facilitates the given reaction. (1) Reactant: [C:1]([O:5][C:6](=[O:20])[NH:7][CH:8]([CH3:19])[CH2:9][C:10]1[CH:15]=[CH:14][CH:13]=[C:12]([N+:16]([O-])=O)[CH:11]=1)([CH3:4])([CH3:3])[CH3:2]. Product: [C:1]([O:5][C:6](=[O:20])[NH:7][CH:8]([CH3:19])[CH2:9][C:10]1[CH:15]=[CH:14][CH:13]=[C:12]([NH2:16])[CH:11]=1)([CH3:4])([CH3:2])[CH3:3]. The catalyst class is: 19. (2) Reactant: Br[C:2]([F:9])([F:8])[C:3]([O:5][CH2:6][CH3:7])=[O:4].[CH3:10][C:11]([S:14]([NH2:16])=[O:15])([CH3:13])[CH3:12].[CH2:17](O)[CH3:18]. Product: [CH2:6]([O:5][C:3](=[O:4])[C:2]([F:9])([F:8])[CH:17]([NH:16][S@@:14]([C:11]([CH3:13])([CH3:12])[CH3:10])=[O:15])[CH3:18])[CH3:7]. The catalyst class is: 772. (3) Reactant: [CH3:1][C:2]1[CH:11]=[C:10]2[C:5]([CH:6]=[CH:7][C:8](=O)[NH:9]2)=[CH:4][C:3]=1[C:13]#[N:14].O=P(Cl)(Cl)[Cl:17]. Product: [Cl:17][C:8]1[CH:7]=[CH:6][C:5]2[C:10](=[CH:11][C:2]([CH3:1])=[C:3]([C:13]#[N:14])[CH:4]=2)[N:9]=1. The catalyst class is: 6. (4) Reactant: C=O.[OH-].[Na+].[CH3:5][O:6]CCOC.[CH3:11][C:12]1[C:17]([CH:18]([S:28]([CH2:31][CH2:32][C:33]([F:39])([F:38])[C:34]([F:37])([F:36])[F:35])(=[O:30])=[O:29])[C:19]2[C:24]([F:25])=[CH:23][CH:22]=[C:21]([F:26])[C:20]=2[F:27])=[CH:16][N:15]=[C:14]([C:40]([NH2:42])=[O:41])[CH:13]=1. Product: [OH:6][CH2:5][NH:42][C:40]([C:14]1[CH:13]=[C:12]([CH3:11])[C:17]([CH:18]([S:28]([CH2:31][CH2:32][C:33]([F:38])([F:39])[C:34]([F:36])([F:37])[F:35])(=[O:30])=[O:29])[C:19]2[C:24]([F:25])=[CH:23][CH:22]=[C:21]([F:26])[C:20]=2[F:27])=[CH:16][N:15]=1)=[O:41]. The catalyst class is: 6.